Dataset: Reaction yield outcomes from USPTO patents with 853,638 reactions. Task: Predict the reaction yield, written as a fraction of the theoretical maximum amount of product (1.0 means a 100% yield; for example, 0.34 means a 34% yield). (1) The reactants are [O:1]([C:8]1[CH:15]=[CH:14][C:11]([CH2:12][NH2:13])=[CH:10][CH:9]=1)[C:2]1[CH:7]=[CH:6][CH:5]=[CH:4][CH:3]=1.F[C:17]1[CH:25]=[N:24][CH:23]=[CH:22][C:18]=1[C:19]([OH:21])=[O:20]. No catalyst specified. The product is [O:1]([C:8]1[CH:9]=[CH:10][C:11]([CH2:12][NH:13][C:22]2[CH:23]=[N:24][CH:25]=[CH:17][C:18]=2[C:19]([OH:21])=[O:20])=[CH:14][CH:15]=1)[C:2]1[CH:3]=[CH:4][CH:5]=[CH:6][CH:7]=1. The yield is 0.360. (2) The reactants are [N:1]1([C:12](=[O:13])[C:11]2[N:10]([CH2:14][C:15]([OH:17])=O)[CH:9]=[N:8][C:7]=2[N:5]([CH3:6])[C:3]1=[O:4])[CH3:2].CN(C(ON1N=N[C:28]2[CH:29]=[CH:30][CH:31]=[N:32][C:27]1=2)=[N+](C)C)C.F[P-](F)(F)(F)(F)F.[C:42]([O:45][CH2:46][CH3:47])(=O)C.[CH3:48]N(C=O)C. No catalyst specified. The product is [CH3:42][O:45][C:46]1[CH:47]=[CH:48][CH:27]=[CH:28][C:29]=1[CH2:30][CH2:31][NH:32][C:15](=[O:17])[CH2:14][N:10]1[C:11]2[C:12](=[O:13])[N:1]([CH3:2])[C:3](=[O:4])[N:5]([CH3:6])[C:7]=2[N:8]=[CH:9]1. The yield is 0.240. (3) The reactants are Cl.C(OCC)C.[NH2:7][C:8]1[C:9]([C:22]([NH:24][C:25]2[CH:26]=[N:27][CH:28]=[CH:29][C:30]=2[CH2:31][CH2:32][N:33]2[CH2:37][CH2:36][CH2:35][CH2:34]2)=[O:23])=[N:10][C:11]([C:14]2[CH:19]=[CH:18][C:17]([Cl:20])=[CH:16][C:15]=2[Cl:21])=[CH:12][N:13]=1. The catalyst is C(Cl)Cl. The product is [ClH:20].[NH2:7][C:8]1[C:9]([C:22]([NH:24][C:25]2[CH:26]=[N:27][CH:28]=[CH:29][C:30]=2[CH2:31][CH2:32][N:33]2[CH2:37][CH2:36][CH2:35][CH2:34]2)=[O:23])=[N:10][C:11]([C:14]2[CH:19]=[CH:18][C:17]([Cl:20])=[CH:16][C:15]=2[Cl:21])=[CH:12][N:13]=1. The yield is 0.860. (4) The reactants are Br[C:2]1[C:3]2[C:4]3[CH:17]=[CH:16][S:15][C:5]=3[C:6](=[O:14])[NH:7][C:8]=2[CH:9]=[CH:10][C:11]=1[O:12][CH3:13].[CH2:18]([N:20]([CH:28]([C:30]1[CH:35]=[CH:34][C:33](B2OC(C)(C)C(C)(C)O2)=[CH:32][CH:31]=1)[CH3:29])[C:21](=[O:27])[O:22][C:23]([CH3:26])([CH3:25])[CH3:24])[CH3:19]. No catalyst specified. The product is [CH2:18]([N:20]([CH:28]([C:30]1[CH:31]=[CH:32][CH:33]=[CH:34][C:35]=1[C:2]1[C:3]2[C:4]3[CH:17]=[CH:16][S:15][C:5]=3[C:6](=[O:14])[NH:7][C:8]=2[CH:9]=[CH:10][C:11]=1[O:12][CH3:13])[CH3:29])[C:21](=[O:27])[O:22][C:23]([CH3:24])([CH3:25])[CH3:26])[CH3:19]. The yield is 0.400. (5) The reactants are [C:1]1([C:7]([CH:11]2[CH:16]3[CH2:17][CH2:18][N:13]([CH2:14][CH2:15]3)[CH2:12]2)([OH:10])[C:8]#[CH:9])[CH:6]=[CH:5][CH:4]=[CH:3][CH:2]=1.Br[C:20]1[CH:29]=[CH:28][C:23]([C:24]([O:26][CH3:27])=[O:25])=[CH:22][CH:21]=1.C(N(CC)CC)C.[Cl-]. The catalyst is O1CCCC1.[Cu]I. The product is [OH:10][C:7]([C:1]1[CH:2]=[CH:3][CH:4]=[CH:5][CH:6]=1)([CH:11]1[CH:16]2[CH2:17][CH2:18][N:13]([CH2:14][CH2:15]2)[CH2:12]1)[C:8]#[C:9][C:20]1[CH:29]=[CH:28][C:23]([C:24]([O:26][CH3:27])=[O:25])=[CH:22][CH:21]=1. The yield is 0.248.